This data is from Reaction yield outcomes from USPTO patents with 853,638 reactions. The task is: Predict the reaction yield, written as a fraction of the theoretical maximum amount of product (1.0 means a 100% yield; for example, 0.34 means a 34% yield). (1) The reactants are [CH3:1][C:2]1[C:14]2[C:13](=[S:15])[C:12]3[C:7](=[CH:8][CH:9]=[CH:10][CH:11]=3)[NH:6][C:5]=2[N:4]([C:16]2[CH:21]=[CH:20][CH:19]=[CH:18][N:17]=2)[N:3]=1.I[CH2:23][CH2:24][CH3:25].C(=O)([O-])[O-].[K+].[K+]. The catalyst is CN(C)C=O. The product is [CH3:1][C:2]1[C:14]2[C:5](=[N:6][C:7]3[C:12]([C:13]=2[S:15][CH2:23][CH2:24][CH3:25])=[CH:11][CH:10]=[CH:9][CH:8]=3)[N:4]([C:16]2[CH:21]=[CH:20][CH:19]=[CH:18][N:17]=2)[N:3]=1. The yield is 0.830. (2) The reactants are [Cl:1][C:2]1[N:7]=[C:6](Cl)[C:5]2=[C:9]([C:12]3[CH:17]=[CH:16][CH:15]=[CH:14][CH:13]=3)[CH:10]=[CH:11][N:4]2[N:3]=1.[NH3:18]. The catalyst is C1COCC1. The product is [Cl:1][C:2]1[N:7]=[C:6]([NH2:18])[C:5]2=[C:9]([C:12]3[CH:17]=[CH:16][CH:15]=[CH:14][CH:13]=3)[CH:10]=[CH:11][N:4]2[N:3]=1. The yield is 0.648. (3) The reactants are [H-].[H-].[H-].[H-].[Li+].[Al+3].[C:7]1([C:13](=[C:29]2[CH2:34][C:33]([CH3:36])([CH3:35])[CH2:32][C:31]([CH3:38])([CH3:37])[CH2:30]2)[C:14]2[CH:19]=[CH:18][C:17]([O:20][CH2:21][CH2:22][CH2:23][C:24](OCC)=[O:25])=[CH:16][CH:15]=2)[CH:12]=[CH:11][CH:10]=[CH:9][CH:8]=1. The catalyst is C1COCC1. The product is [C:7]1([C:13](=[C:29]2[CH2:34][C:33]([CH3:36])([CH3:35])[CH2:32][C:31]([CH3:38])([CH3:37])[CH2:30]2)[C:14]2[CH:19]=[CH:18][C:17]([O:20][CH2:21][CH2:22][CH2:23][CH2:24][OH:25])=[CH:16][CH:15]=2)[CH:8]=[CH:9][CH:10]=[CH:11][CH:12]=1. The yield is 0.700. (4) The reactants are [F:1][C:2]1[CH:7]=[C:6](I)[CH:5]=[CH:4][C:3]=1[CH2:9][C:10]([O:12][CH3:13])=[O:11].C(=O)([O-])[O-].[K+].[K+].[OH:20][C:21]1[CH:26]=[CH:25][CH:24]=[CH:23][N:22]=1. The catalyst is CS(C)=O.[Cu]I. The product is [CH3:13][O:12][C:10](=[O:11])[CH2:9][C:3]1[CH:4]=[CH:5][C:6]([N:22]2[CH:23]=[CH:24][CH:25]=[CH:26][C:21]2=[O:20])=[CH:7][C:2]=1[F:1]. The yield is 0.390. (5) The reactants are CS(O[CH:6]([CH3:16])[CH2:7][NH:8][C:9]([O:11][C:12]([CH3:15])([CH3:14])[CH3:13])=[O:10])(=O)=O.[N-:17]=[N+:18]=[N-:19].[Na+]. The catalyst is CN(C=O)C.O. The product is [N:17]([CH:6]([CH3:16])[CH2:7][NH:8][C:9](=[O:10])[O:11][C:12]([CH3:15])([CH3:14])[CH3:13])=[N+:18]=[N-:19]. The yield is 0.886. (6) The reactants are Cl.[NH2:2][CH2:3][C:4]1[CH:5]=[C:6]2[C:10](=[CH:11][CH:12]=1)[C:9](=[O:13])[N:8]([CH:14]1[CH2:19][CH2:18][C:17](=[O:20])[NH:16][C:15]1=[O:21])[C:7]2=[O:22].[C:23]([C:27]1[CH:35]=[CH:34][C:30]([C:31](Cl)=[O:32])=[CH:29][CH:28]=1)([CH3:26])([CH3:25])[CH3:24]. The catalyst is C(#N)C.O.C(OCC)(=O)C. The product is [C:23]([C:27]1[CH:28]=[CH:29][C:30]([C:31]([NH:2][CH2:3][C:4]2[CH:5]=[C:6]3[C:10](=[CH:11][CH:12]=2)[C:9](=[O:13])[N:8]([CH:14]2[CH2:19][CH2:18][C:17](=[O:20])[NH:16][C:15]2=[O:21])[C:7]3=[O:22])=[O:32])=[CH:34][CH:35]=1)([CH3:26])([CH3:24])[CH3:25]. The yield is 0.800. (7) The reactants are C([C@@H]1COC(=O)N1[C@:14]([CH2:47][C:48]([O:50][CH3:51])=[O:49])([CH2:18][C:19]1[CH:24]=[CH:23][C:22]([O:25][CH3:26])=[CH:21][C:20]=1[CH2:27][N:28]([C:40]([O:42]C(C)(C)C)=O)[CH2:29][C:30]1[CH:35]=[CH:34][C:33]([C:36]([F:39])([F:38])[F:37])=[CH:32][CH:31]=1)C(N)=O)C1C=CC=CC=1.OO.[Li+].[OH-].S([O-])([O-])=O.[Na+].[Na+].Cl.C(N(CC)CC)C.C([O-])(O)=O.[Na+].C1(P(N=[N+]=[N-])(C2C=CC=CC=2)=O)C=CC=CC=1. The catalyst is C1COCC1.O. The product is [CH3:26][O:25][C:22]1[CH:23]=[CH:24][C:19]2[CH2:18][C@@H:14]([CH2:47][C:48]([O:50][CH3:51])=[O:49])[C:40](=[O:42])[N:28]([CH2:29][C:30]3[CH:31]=[CH:32][C:33]([C:36]([F:37])([F:38])[F:39])=[CH:34][CH:35]=3)[CH2:27][C:20]=2[CH:21]=1. The yield is 0.740.